Dataset: NCI-60 drug combinations with 297,098 pairs across 59 cell lines. Task: Regression. Given two drug SMILES strings and cell line genomic features, predict the synergy score measuring deviation from expected non-interaction effect. (1) Drug 1: CC(CN1CC(=O)NC(=O)C1)N2CC(=O)NC(=O)C2. Drug 2: C1=CC(=CC=C1CCCC(=O)O)N(CCCl)CCCl. Cell line: HOP-62. Synergy scores: CSS=24.3, Synergy_ZIP=0.670, Synergy_Bliss=3.60, Synergy_Loewe=-3.14, Synergy_HSA=4.24. (2) Drug 1: CC1=CC2C(CCC3(C2CCC3(C(=O)C)OC(=O)C)C)C4(C1=CC(=O)CC4)C. Drug 2: CC1=CC=C(C=C1)C2=CC(=NN2C3=CC=C(C=C3)S(=O)(=O)N)C(F)(F)F. Cell line: SR. Synergy scores: CSS=-5.52, Synergy_ZIP=-0.678, Synergy_Bliss=-6.39, Synergy_Loewe=-6.56, Synergy_HSA=-6.56.